This data is from Catalyst prediction with 721,799 reactions and 888 catalyst types from USPTO. The task is: Predict which catalyst facilitates the given reaction. (1) Reactant: C[O-].[Na+].[CH3:4][S:5][C:6]1[CH:7]=[C:8]([CH2:12][CH2:13][C:14]([O:16]C)=O)[CH:9]=[CH:10][CH:11]=1.[C:19]([O:21][CH2:22][CH3:23])(=[O:20])[C:19]([O:21][CH2:22][CH3:23])=[O:20].OS(O)(=O)=O. Product: [CH3:4][S:5][C:6]1[CH:7]=[C:8]([CH2:12][CH2:13][C:14](=[O:16])[C:19]([O:21][CH2:22][CH3:23])=[O:20])[CH:9]=[CH:10][CH:11]=1. The catalyst class is: 5. (2) Reactant: [C:1]([O:5][C:6]([NH:8][C@H:9]([CH:20](O)[C:21]1[CH:26]=[C:25]([F:27])[C:24]([F:28])=[CH:23][C:22]=1[F:29])[CH2:10][C:11]([O:13][CH:14]1[CH2:19][CH2:18][CH2:17][CH2:16][CH2:15]1)=[O:12])=[O:7])([CH3:4])([CH3:3])[CH3:2].C(O)C. The catalyst class is: 5. Product: [C:1]([O:5][C:6]([NH:8][C@H:9]([CH2:20][C:21]1[CH:26]=[C:25]([F:27])[C:24]([F:28])=[CH:23][C:22]=1[F:29])[CH2:10][C:11]([O:13][CH:14]1[CH2:19][CH2:18][CH2:17][CH2:16][CH2:15]1)=[O:12])=[O:7])([CH3:4])([CH3:2])[CH3:3]. (3) The catalyst class is: 6. Product: [O:21]=[C:12]1[C:13]2[C:18](=[CH:17][CH:16]=[CH:15][CH:14]=2)[C:19](=[O:20])[N:11]1[C:6]1[C:5]([CH3:22])=[CH:4][C:3]([C:31]#[N:32])=[C:8]([O:9][CH3:10])[CH:7]=1. Reactant: Cl.N[C:3]1[C:8]([O:9][CH3:10])=[CH:7][C:6]([N:11]2[C:19](=[O:20])[C:18]3[C:13](=[CH:14][CH:15]=[CH:16][CH:17]=3)[C:12]2=[O:21])=[C:5]([CH3:22])[CH:4]=1.N([O-])=O.[Na+].[C-]#N.[K+].[Cu][C:31]#[N:32].[Cl-].[Na+].C(=O)([O-])O.[Na+]. (4) Reactant: [F:1][C:2]1[C:7]([OH:8])=[CH:6][CH:5]=[CH:4][C:3]=1[CH2:9][NH:10][C:11]([C:13]1[CH:14]=[C:15]2[C:20](=[CH:21][CH:22]=1)[N:19]=[CH:18][CH:17]=[CH:16]2)=[O:12].C(=O)([O-])[O-].[K+].[K+].CN(C=O)C.Br[CH2:35][CH2:36][CH:37]=[CH:38][CH3:39]. Product: [CH2:35]([O:8][C:7]1[C:2]([F:1])=[C:3]([CH2:9][NH:10][C:11]([C:13]2[CH:14]=[C:15]3[C:20](=[CH:21][CH:22]=2)[N:19]=[CH:18][CH:17]=[CH:16]3)=[O:12])[CH:4]=[CH:5][CH:6]=1)[CH:36]=[CH:37][CH2:38][CH3:39]. The catalyst class is: 6.